From a dataset of Forward reaction prediction with 1.9M reactions from USPTO patents (1976-2016). Predict the product of the given reaction. (1) Given the reactants [F:1][C:2]1[CH:10]=[C:9]([N:11]2[C:19]3[CH2:18][C:17]([CH3:21])([CH3:20])[CH2:16][C:15](=[O:22])[C:14]=3[C:13]([CH3:23])=[N:12]2)[CH:8]=[C:7]([NH:24][C@H:25]2[CH2:29][CH2:28][CH2:27][C@@H:26]2[OH:30])[C:3]=1[C:4]([NH2:6])=[O:5].C(Cl)CCl.[C:35]([NH:42][CH2:43][C:44](O)=[O:45])([O:37][C:38]([CH3:41])([CH3:40])[CH3:39])=[O:36].O, predict the reaction product. The product is: [C:38]([O:37][C:35]([NH:42][CH2:43][C:44]([O:30][C@H:26]1[CH2:27][CH2:28][CH2:29][C@@H:25]1[NH:24][C:7]1[CH:8]=[C:9]([N:11]2[C:19]3[CH2:18][C:17]([CH3:21])([CH3:20])[CH2:16][C:15](=[O:22])[C:14]=3[C:13]([CH3:23])=[N:12]2)[CH:10]=[C:2]([F:1])[C:3]=1[C:4](=[O:5])[NH2:6])=[O:45])=[O:36])([CH3:41])([CH3:40])[CH3:39]. (2) Given the reactants [CH2:1]([O:3][Si:4](OCC)(OCC)[C:5]1[CH:10]=[CH:9][C:8]([N:11]([C:28]2[CH:33]=[CH:32][C:31]([Si:34](OCC)(OCC)[O:35][CH2:36][CH3:37])=[CH:30][CH:29]=2)[C:12]2[CH:17]=[CH:16][C:15]([Si:18](OCC)(OCC)[O:19][CH2:20][CH3:21])=[CH:14][CH:13]=2)=[CH:7][CH:6]=1)[CH3:2].[CH2:50]([Mg]Br)[CH:51]=[CH2:52].Cl, predict the reaction product. The product is: [CH2:50]([CH:37]([CH2:16][CH:15]=[CH2:14])[CH2:36][O:35][SiH2:34][C:31]1[CH:32]=[CH:33][C:28]([N:11]([C:12]2[CH:13]=[CH:14][C:15]([SiH2:18][O:19][CH2:20][CH:21]([CH2:10][CH:5]=[CH2:6])[CH2:17][CH:12]=[CH2:13])=[CH:16][CH:17]=2)[C:8]2[CH:9]=[CH:10][C:5]([SiH2:4][O:3][CH2:1][CH:2]([CH2:33][CH:28]=[CH2:29])[CH2:9][CH:8]=[CH2:7])=[CH:6][CH:7]=2)=[CH:29][CH:30]=1)[CH:51]=[CH2:52]. (3) Given the reactants [NH2:1][C:2]1[C:3]([NH:20][C:21]2[CH:25]=[C:24]([CH:26]3[CH2:28][CH2:27]3)[NH:23][N:22]=2)=[N:4][C:5]([NH:9][C@H:10]([C:13]2[CH:18]=[CH:17][C:16]([F:19])=[CH:15][CH:14]=2)[CH2:11][OH:12])=[N:6][C:7]=1[CH3:8].[C:29](O)(=O)C.C(N)=N, predict the reaction product. The product is: [CH:26]1([C:24]2[NH:23][N:22]=[C:21]([N:20]3[CH:29]=[N:1][C:2]4[C:3]3=[N:4][C:5]([NH:9][C@H:10]([C:13]3[CH:18]=[CH:17][C:16]([F:19])=[CH:15][CH:14]=3)[CH2:11][OH:12])=[N:6][C:7]=4[CH3:8])[CH:25]=2)[CH2:28][CH2:27]1. (4) Given the reactants Br[C:2]1[C:3]([N:22]2[CH2:26][CH2:25][CH2:24][CH2:23]2)=[N:4][CH:5]=[C:6]([CH:21]=1)[C:7]([NH:9][C:10]1[CH:15]=[CH:14][C:13]([O:16][C:17]([F:20])([F:19])[F:18])=[CH:12][CH:11]=1)=[O:8].[NH:27]1[CH:31]=[CH:30][C:29](B(O)O)=[N:28]1.C([O-])([O-])=O.[Na+].[Na+].COCCOC, predict the reaction product. The product is: [NH:27]1[C:31]([C:2]2[C:3]([N:22]3[CH2:26][CH2:25][CH2:24][CH2:23]3)=[N:4][CH:5]=[C:6]([CH:21]=2)[C:7]([NH:9][C:10]2[CH:15]=[CH:14][C:13]([O:16][C:17]([F:18])([F:20])[F:19])=[CH:12][CH:11]=2)=[O:8])=[CH:30][CH:29]=[N:28]1. (5) Given the reactants [CH3:1][O:2][C:3](=[O:19])[C:4]1[CH:9]=[CH:8][CH:7]=[C:6]([O:10][CH2:11][C:12]([O:14]C(C)(C)C)=[O:13])[CH:5]=1.FC(F)(F)C(O)=O, predict the reaction product. The product is: [CH3:1][O:2][C:3](=[O:19])[C:4]1[CH:9]=[CH:8][CH:7]=[C:6]([O:10][CH2:11][C:12]([OH:14])=[O:13])[CH:5]=1. (6) Given the reactants [C:1]([C:5]1[N:10]=[C:9]([O:11][CH2:12][CH3:13])[C:8]([C:14]2[N:15]([C:35](Cl)=[O:36])[C@@:16]([C:28]3[CH:33]=[CH:32][C:31]([Cl:34])=[CH:30][CH:29]=3)([CH3:27])[C@@:17]([C:20]3[CH:25]=[CH:24][C:23]([Cl:26])=[CH:22][CH:21]=3)([CH3:19])[N:18]=2)=[CH:7][N:6]=1)([CH3:4])([CH3:3])[CH3:2].[NH:38]1[CH2:44][CH2:43][C:42](=[O:45])[NH:41][CH2:40][CH2:39]1, predict the reaction product. The product is: [C:1]([C:5]1[N:10]=[C:9]([O:11][CH2:12][CH3:13])[C:8]([C:14]2[N:15]([C:35]([N:38]3[CH2:44][CH2:43][C:42](=[O:45])[NH:41][CH2:40][CH2:39]3)=[O:36])[C@@:16]([C:28]3[CH:29]=[CH:30][C:31]([Cl:34])=[CH:32][CH:33]=3)([CH3:27])[C@@:17]([C:20]3[CH:25]=[CH:24][C:23]([Cl:26])=[CH:22][CH:21]=3)([CH3:19])[N:18]=2)=[CH:7][N:6]=1)([CH3:2])([CH3:4])[CH3:3]. (7) Given the reactants [CH3:1][C:2]([C:6]1[CH:11]=[CH:10][C:9]([CH2:12][C:13]2[C:22]3[C:17](=[CH:18][CH:19]=[C:20](B4OC(C)(C)C(C)(C)O4)[CH:21]=3)[N:16]=[CH:15][C:14]=2[N+:32]([O-:34])=[O:33])=[CH:8][CH:7]=1)([CH3:5])[C:3]#[N:4].Br[C:36]1[CH:37]=[CH:38][C:39]2[C:43]3[CH:44]=[CH:45][CH:46]=[CH:47][C:42]=3[O:41][C:40]=2[CH:48]=1.C([O-])([O-])=O.[Na+].[Na+].C1(C)C=CC=CC=1, predict the reaction product. The product is: [CH:38]1[C:39]2[C:43]3[CH:44]=[CH:45][CH:46]=[CH:47][C:42]=3[O:41][C:40]=2[CH:48]=[C:36]([C:20]2[CH:21]=[C:22]3[C:17](=[CH:18][CH:19]=2)[N:16]=[CH:15][C:14]([N+:32]([O-:34])=[O:33])=[C:13]3[CH2:12][C:9]2[CH:10]=[CH:11][C:6]([C:2]([CH3:1])([CH3:5])[C:3]#[N:4])=[CH:7][CH:8]=2)[CH:37]=1. (8) Given the reactants Br[CH2:2][C:3]1[C:13]([Cl:14])=[N:12][CH:11]=[CH:10][C:4]=1[C:5]([O:7]CC)=O.[F:15][C:16]([F:29])([CH3:28])[CH2:17][O:18][C:19]1[N:24]=[CH:23][C:22]([CH2:25][NH2:26])=[CH:21][C:20]=1[CH3:27], predict the reaction product. The product is: [Cl:14][C:13]1[C:3]2[CH2:2][N:26]([CH2:25][C:22]3[CH:23]=[N:24][C:19]([O:18][CH2:17][C:16]([F:29])([F:15])[CH3:28])=[C:20]([CH3:27])[CH:21]=3)[C:5](=[O:7])[C:4]=2[CH:10]=[CH:11][N:12]=1. (9) Given the reactants [OH:1][C:2]1[CH:3]=[C:4]2[C:9](=[CH:10][CH:11]=1)[CH:8]=[C:7]([C:12]([O:14][CH3:15])=[O:13])[CH:6]=[CH:5]2.C([O-])([O-])=[O:17].[K+].[K+].[CH3:22][C:23]([CH3:25])=[O:24], predict the reaction product. The product is: [CH3:15][O:14][C:12]([C:7]1[CH:6]=[CH:5][C:4]2[C:9](=[CH:10][CH:11]=[C:2]([O:1][CH2:22][C@@H:23]([OH:24])[CH2:25][OH:17])[CH:3]=2)[CH:8]=1)=[O:13].